Dataset: Blood-brain barrier permeability classification from the B3DB database. Task: Regression/Classification. Given a drug SMILES string, predict its absorption, distribution, metabolism, or excretion properties. Task type varies by dataset: regression for continuous measurements (e.g., permeability, clearance, half-life) or binary classification for categorical outcomes (e.g., BBB penetration, CYP inhibition). Dataset: b3db_classification. (1) The compound is CC(C)(O)C(C)(O)c1ccc(Cl)cc1. The result is 1 (penetrates BBB). (2) The result is 1 (penetrates BBB). The compound is CS(=O)(=O)[C@H]1[C@@H](C#N)[C@@H]1c1ccccc1. (3) The molecule is CN(C(=O)Cc1cccc2sccc12)C1CCCCC1N1CCCC1. The result is 1 (penetrates BBB).